Dataset: Reaction yield outcomes from USPTO patents with 853,638 reactions. Task: Predict the reaction yield, written as a fraction of the theoretical maximum amount of product (1.0 means a 100% yield; for example, 0.34 means a 34% yield). The reactants are [F:1][C:2]1[CH:7]=[CH:6][C:5]([CH:8]=O)=[CH:4][N:3]=1.[NH2:10][C:11]1[CH:29]=[CH:28][CH:27]=[CH:26][C:12]=1[C:13]([NH:15][C:16]1[CH:21]=[CH:20][C:19]([CH:22]([CH2:24][CH3:25])[CH3:23])=[CH:18][CH:17]=1)=[O:14]. The catalyst is CCO. The product is [CH:22]([C:19]1[CH:20]=[CH:21][C:16]([N:15]2[C:13](=[O:14])[C:12]3[C:11](=[CH:29][CH:28]=[CH:27][CH:26]=3)[N:10]=[C:8]2[C:5]2[CH:4]=[N:3][C:2]([F:1])=[CH:7][CH:6]=2)=[CH:17][CH:18]=1)([CH2:24][CH3:25])[CH3:23]. The yield is 0.150.